Dataset: Full USPTO retrosynthesis dataset with 1.9M reactions from patents (1976-2016). Task: Predict the reactants needed to synthesize the given product. (1) Given the product [F:9][C:3]1[CH:4]=[C:5]([CH3:8])[CH:6]=[CH:7][C:2]=1[C:10]#[N:11], predict the reactants needed to synthesize it. The reactants are: Br[C:2]1[CH:7]=[CH:6][C:5]([CH3:8])=[CH:4][C:3]=1[F:9].[CH3:10][N:11](C=O)C. (2) Given the product [N:2]1([CH2:7][C:8]([N:27]2[CH2:28][C@H:29]([C:31]3[CH:36]=[CH:35][C:34]([O:37][CH3:38])=[CH:33][CH:32]=3)[CH2:30][C@H:26]2[C:24]([NH:23][C:20]2[CH:21]=[CH:22][C:17]([O:16][C:15]3[CH:14]=[CH:13][C:12]([F:11])=[CH:40][CH:39]=3)=[CH:18][CH:19]=2)=[O:25])=[O:10])[CH:6]=[N:5][CH:4]=[N:3]1, predict the reactants needed to synthesize it. The reactants are: Cl.[N:2]1([CH2:7][C:8]([OH:10])=O)[CH:6]=[N:5][CH:4]=[N:3]1.[F:11][C:12]1[CH:40]=[CH:39][C:15]([O:16][C:17]2[CH:22]=[CH:21][C:20]([NH:23][C:24]([C@@H:26]3[CH2:30][C@@H:29]([C:31]4[CH:36]=[CH:35][C:34]([O:37][CH3:38])=[CH:33][CH:32]=4)[CH2:28][NH:27]3)=[O:25])=[CH:19][CH:18]=2)=[CH:14][CH:13]=1. (3) Given the product [CH3:1][O:2][C:3](=[O:12])[C:4]1[CH:9]=[C:8]([F:10])[CH:7]=[C:6]([N:11]=[CH:17][C:16]2[CH:19]=[CH:20][CH:21]=[C:14]([Br:13])[CH:15]=2)[CH:5]=1, predict the reactants needed to synthesize it. The reactants are: [CH3:1][O:2][C:3](=[O:12])[C:4]1[CH:9]=[C:8]([F:10])[CH:7]=[C:6]([NH2:11])[CH:5]=1.[Br:13][C:14]1[CH:15]=[C:16]([CH:19]=[CH:20][CH:21]=1)[CH:17]=O. (4) The reactants are: C([C:3]1[CH:11]=[C:10]([C:12]2[N:16]([C:17]3[CH:22]=[CH:21][CH:20]=[CH:19][C:18]=3[O:23][CH3:24])[N:15]=[C:14]([CH:25]3[CH2:30][C:29]([CH3:32])([CH3:31])[O:28][C:27]([CH3:34])([CH3:33])[CH2:26]3)[CH:13]=2)[CH:9]=[CH:8][C:4]=1[C:5](O)=[O:6])C.C(Cl)(=O)C([Cl:38])=O. Given the product [CH3:24][O:23][C:18]1[CH:19]=[CH:20][CH:21]=[CH:22][C:17]=1[N:16]1[C:12]([C:10]2[CH:11]=[CH:3][C:4]([C:5]([Cl:38])=[O:6])=[CH:8][CH:9]=2)=[CH:13][C:14]([CH:25]2[CH2:30][C:29]([CH3:31])([CH3:32])[O:28][C:27]([CH3:33])([CH3:34])[CH2:26]2)=[N:15]1, predict the reactants needed to synthesize it. (5) Given the product [Br:19][C:9]1[C:8]([C:6]2[CH:5]=[CH:4][CH:3]=[C:2]([CH3:1])[N:7]=2)=[N:12][N:11]2[CH2:13][CH2:14][CH2:15][C:10]=12, predict the reactants needed to synthesize it. The reactants are: [CH3:1][C:2]1[N:7]=[C:6]([C:8]2[C:9](C(O)=O)=[C:10]3[CH2:15][CH2:14][CH2:13][N:11]3[N:12]=2)[CH:5]=[CH:4][CH:3]=1.[Br:19]NC(=O)CCC(N)=O.